The task is: Predict the reaction yield, written as a fraction of the theoretical maximum amount of product (1.0 means a 100% yield; for example, 0.34 means a 34% yield).. This data is from Reaction yield outcomes from USPTO patents with 853,638 reactions. The reactants are [C:1](OC(=O)C)(=[O:3])[CH3:2].[NH2:8][CH2:9][CH2:10][CH:11]([NH:19][C:20](=[O:26])[O:21][C:22]([CH3:25])([CH3:24])[CH3:23])[C:12]1[CH:17]=[CH:16][C:15]([Cl:18])=[CH:14][CH:13]=1.C(N(CC)C(C)C)(C)C. The catalyst is C(Cl)Cl. The product is [C:1]([NH:8][CH2:9][CH2:10][CH:11]([NH:19][C:20](=[O:26])[O:21][C:22]([CH3:23])([CH3:25])[CH3:24])[C:12]1[CH:13]=[CH:14][C:15]([Cl:18])=[CH:16][CH:17]=1)(=[O:3])[CH3:2]. The yield is 0.610.